From a dataset of Catalyst prediction with 721,799 reactions and 888 catalyst types from USPTO. Predict which catalyst facilitates the given reaction. (1) Product: [Cl:54][C:46]1[CH:47]=[CH:48][C:49]([C:50](=[O:51])[CH2:6][N:8]2[CH2:13][CH2:12][CH:11]([N:14]3[C:18]4[CH:19]=[CH:20][C:21]([C:23]5[NH:27][C:26](=[O:28])[O:25][N:24]=5)=[CH:22][C:17]=4[NH:16][C:15]3=[O:29])[CH2:10][CH2:9]2)=[CH:44][CH:45]=1. The catalyst class is: 120. Reactant: C(O[C:6]([N:8]1[CH2:13][CH2:12][CH:11]([N:14]2[C:18]3[CH:19]=[CH:20][C:21]([C:23]4[NH:27][C:26](=[O:28])[O:25][N:24]=4)=[CH:22][C:17]=3[NH:16][C:15]2=[O:29])[CH2:10][CH2:9]1)=O)(C)(C)C.FC(F)(F)C(O)=O.C(N(CC)CC)C.[CH:44]1[C:49]([C:50](CBr)=[O:51])=[CH:48][CH:47]=[C:46]([Cl:54])[CH:45]=1. (2) Reactant: [Cl:1][C:2]1[CH:9]=[C:8]([Cl:10])[CH:7]=[CH:6][C:3]=1[CH:4]=O.[OH-].[K+].[CH:13](=[O:16])[CH2:14][CH3:15]. Product: [Cl:1][C:2]1[CH:9]=[C:8]([Cl:10])[CH:7]=[CH:6][C:3]=1[CH:4]=[C:14]([CH3:15])[CH:13]=[O:16]. The catalyst class is: 93. (3) Reactant: [NH2:1][C:2]1[C:7]([CH2:8][CH2:9][CH:10]2[CH2:15][CH2:14][N:13](C(OC(C)(C)C)=O)[CH2:12][CH2:11]2)=[C:6]([OH:23])[N:5]=[C:4]([CH3:24])[N:3]=1.CC(O)C.[ClH:29]. Product: [ClH:29].[ClH:29].[NH2:1][C:2]1[N:3]=[C:4]([CH3:24])[N:5]=[C:6]([OH:23])[C:7]=1[CH2:8][CH2:9][CH:10]1[CH2:15][CH2:14][NH:13][CH2:12][CH2:11]1. The catalyst class is: 1.